From a dataset of Forward reaction prediction with 1.9M reactions from USPTO patents (1976-2016). Predict the product of the given reaction. (1) Given the reactants C([O:4][CH2:5][CH2:6][C:7]1[CH:12]=[CH:11][C:10]([NH:13][C:14]2[CH:19]=[C:18]([Cl:20])[C:17]([C:21]([F:24])([F:23])[F:22])=[CH:16][C:15]=2[NH:25][C:26](=O)[CH2:27][CH2:28][CH2:29][C:30]2[CH:35]=[CH:34][N:33]=[CH:32][CH:31]=2)=[CH:9][CH:8]=1)(=O)C.[OH-].[Na+], predict the reaction product. The product is: [Cl:20][C:18]1[C:17]([C:21]([F:24])([F:23])[F:22])=[CH:16][C:15]2[N:25]=[C:26]([CH2:27][CH2:28][CH2:29][C:30]3[CH:31]=[CH:32][N:33]=[CH:34][CH:35]=3)[N:13]([C:10]3[CH:11]=[CH:12][C:7]([CH2:6][CH2:5][OH:4])=[CH:8][CH:9]=3)[C:14]=2[CH:19]=1. (2) Given the reactants [NH2:1][C@@H:2]([CH2:6][CH2:7][C@H:8]([NH2:30])[CH2:9][C@@H:10]1[C@@H:14]([OH:15])[C@@H:13]([O:16]CC#C)[C@H:12]([N:20]2[CH:28]=[N:27][C:26]3[C:21]2=[N:22][CH:23]=[N:24][C:25]=3[NH2:29])[O:11]1)[C:3]([OH:5])=[O:4].O=C1O[C@H]([C@H](CO)O)C([O-])=C1O.[Na+].C(#N)C.O.C(O)(C(F)(F)F)=O.[N-]=[N+]=[N-], predict the reaction product. The product is: [CH:23]1[N:24]=[C:25]([NH2:29])[C:26]2[N:27]=[CH:28][N:20]([C@@H:12]3[O:11][C@H:10]([CH2:9][C@@H:8]([NH2:30])[CH2:7][CH2:6][C@H:2]([NH2:1])[C:3]([OH:5])=[O:4])[C@@H:14]([OH:15])[C@H:13]3[OH:16])[C:21]=2[N:22]=1. (3) Given the reactants [C:1]([O:4][C@@H:5]1[C@H:9]([O:10][C:11](=[O:13])[CH3:12])[C@@H:8]([CH2:14][O:15][C:16](=[O:18])[CH3:17])[O:7][C@H:6]1[N:19]1[C:29]2[N:28]=[C:26]([NH2:27])[NH:25][C:23](=O)[C:22]=2[N:21]=[CH:20]1)(=[O:3])[CH3:2].O=P12OP3(OP(OP(O3)(O1)=O)(=O)O2)=O.CN(C)C1C=CC=CC=1.P(Cl)(Cl)([Cl:55])=O, predict the reaction product. The product is: [NH2:27][C:26]1[N:28]=[C:29]2[C:22]([N:21]=[CH:20][N:19]2[C@@H:6]2[O:7][C@H:8]([CH2:14][O:15][C:16](=[O:18])[CH3:17])[C@@H:9]([O:10][C:11](=[O:13])[CH3:12])[C@H:5]2[O:4][C:1](=[O:3])[CH3:2])=[C:23]([Cl:55])[N:25]=1. (4) Given the reactants [CH3:1][C:2]1([C:5]([NH2:7])=O)[CH2:4][CH2:3]1.C1([C:11]2[N:15](C)[C:14]([CH:17]=[O:18])=[CH:13]N=2)CC1, predict the reaction product. The product is: [CH3:11][N:15]1[C:14]([CH:17]=[O:18])=[CH:13][N:7]=[C:5]1[C:2]1([CH3:1])[CH2:4][CH2:3]1. (5) The product is: [C:23]([OH:24])(=[O:11])[C:3]([OH:8])=[O:4].[NH:14]1[CH:3]=[C:2]([CH2:7][CH2:6][CH2:5][OH:4])[N:15]=[CH:13]1. Given the reactants Br[CH:2]1[CH2:7][CH2:6][CH2:5][O:4][CH:3]1[OH:8].C(O)(=[O:11])C.[CH:13]([NH2:15])=[NH:14].C(NCC)C.CN(C)[CH:23]=[O:24], predict the reaction product. (6) Given the reactants [CH3:1][N:2]([C:26]([C:28]1[CH:33]=[CH:32][CH:31]=[CH:30][C:29]=1[C:34]1[CH:39]=[CH:38][C:37]([C:40]([F:43])([F:42])[F:41])=[CH:36][CH:35]=1)=[O:27])[C:3]1[CH:25]=[CH:24][C:6]([O:7][CH2:8][CH2:9][C:10]2[N:15]=[C:14]([NH:16]C(=O)OC(C)(C)C)[CH:13]=[CH:12][CH:11]=2)=[CH:5][CH:4]=1.FC(F)(F)C(O)=O, predict the reaction product. The product is: [NH2:16][C:14]1[N:15]=[C:10]([CH2:9][CH2:8][O:7][C:6]2[CH:24]=[CH:25][C:3]([N:2]([CH3:1])[C:26]([C:28]3[C:29]([C:34]4[CH:35]=[CH:36][C:37]([C:40]([F:43])([F:41])[F:42])=[CH:38][CH:39]=4)=[CH:30][CH:31]=[CH:32][CH:33]=3)=[O:27])=[CH:4][CH:5]=2)[CH:11]=[CH:12][CH:13]=1.